Dataset: Forward reaction prediction with 1.9M reactions from USPTO patents (1976-2016). Task: Predict the product of the given reaction. (1) Given the reactants C([O:3][C:4](=O)[CH2:5][C:6]1[C:10]2[CH:11]=[C:12]([CH2:15][N:16]([CH3:18])[CH3:17])[CH:13]=[CH:14][C:9]=2[O:8][C:7]=1[CH3:19])C.[NH3:21], predict the reaction product. The product is: [CH3:17][N:16]([CH2:15][C:12]1[CH:13]=[CH:14][C:9]2[O:8][C:7]([CH3:19])=[C:6]([CH2:5][C:4]([NH2:21])=[O:3])[C:10]=2[CH:11]=1)[CH3:18]. (2) Given the reactants [C:1](OC(=O)C)(=[O:3])C.C(O)=O.[CH3:11][O:12][C:13](=[O:34])[C:14]1[CH:19]=[C:18]([C:20](=[O:22])[CH3:21])[C:17]([NH2:23])=[C:16]([F:24])[C:15]=1[NH:25][C:26]1[CH:31]=[CH:30][C:29]([Br:32])=[CH:28][C:27]=1[F:33].C(OC(=O)C)=O, predict the reaction product. The product is: [CH3:11][O:12][C:13](=[O:34])[C:14]1[CH:19]=[C:18]([C:20](=[O:22])[CH3:21])[C:17]([NH:23][CH:1]=[O:3])=[C:16]([F:24])[C:15]=1[NH:25][C:26]1[CH:31]=[CH:30][C:29]([Br:32])=[CH:28][C:27]=1[F:33]. (3) Given the reactants [Br:1][C:2]1[CH:3]=[CH:4][C:5]2[N:6]([C:8]([C:11]([O:13]CC)=O)=[N:9][N:10]=2)[CH:7]=1.Cl.Cl.[Cl:18][C:19]1[C:24]([F:25])=[CH:23][CH:22]=[CH:21][C:20]=1[CH:26]1[CH2:31][CH2:30][NH:29][CH2:28][CH2:27]1.F[P-](F)(F)(F)(F)F.N1(O[P+](N(C)C)(N(C)C)N(C)C)C2C=CC=CC=2N=N1.C(N(C(C)C)CC)(C)C, predict the reaction product. The product is: [Br:1][C:2]1[CH:3]=[CH:4][C:5]2[N:6]([C:8]([C:11]([N:29]3[CH2:28][CH2:27][CH:26]([C:20]4[CH:21]=[CH:22][CH:23]=[C:24]([F:25])[C:19]=4[Cl:18])[CH2:31][CH2:30]3)=[O:13])=[N:9][N:10]=2)[CH:7]=1. (4) Given the reactants Cl.[CH2:2]([NH2:9])[C:3]1[CH:8]=[CH:7][CH:6]=[CH:5][CH:4]=1.[C-:10]#[N:11].[K+].[CH2:13]=O.[N:15]([O-:17])=O.[Na+], predict the reaction product. The product is: [CH:6]1[CH:7]=[CH:8][C:3]([CH2:2][N:9]([N:15]=[O:17])[CH2:13][C:10]#[N:11])=[CH:4][CH:5]=1. (5) Given the reactants C(Cl)(Cl)Cl.[Cl:5][C:6]1[CH:7]=[CH:8][C:9]2[N:10]([CH:12]=[C:13]([NH:15][C:16](=[O:18])[CH3:17])[N:14]=2)[N:11]=1.C1C(=O)N([I:26])C(=O)C1, predict the reaction product. The product is: [Cl:5][C:6]1[CH:7]=[CH:8][C:9]2[N:10]([C:12]([I:26])=[C:13]([NH:15][C:16](=[O:18])[CH3:17])[N:14]=2)[N:11]=1. (6) Given the reactants [Cl:1][C:2]1[CH:7]=[C:6]([F:8])[CH:5]=[CH:4][C:3]=1[N:9]1[C:17](=[O:18])[C:16]2[C@@H:15]3[C:19]([CH3:21])([CH3:20])[C@@:12]([CH3:22])([CH2:13][CH2:14]3)[C:11]=2[NH:10]1.[F:23][C:24]1[CH:31]=[C:30]([F:32])[CH:29]=[CH:28][C:25]=1[CH2:26]Br, predict the reaction product. The product is: [Cl:1][C:2]1[CH:7]=[C:6]([F:8])[CH:5]=[CH:4][C:3]=1[N:9]1[C:17](=[O:18])[C:16]2[C@@H:15]3[C:19]([CH3:21])([CH3:20])[C@@:12]([CH3:22])([CH2:13][CH2:14]3)[C:11]=2[N:10]1[CH2:26][C:25]1[CH:28]=[CH:29][C:30]([F:32])=[CH:31][C:24]=1[F:23]. (7) Given the reactants Cl[C:2]1[S:6][N:5]=[C:4]([C:7]2[CH:8]=[N:9][CH:10]=[CH:11][CH:12]=2)[N:3]=1.FC(F)(F)C(O)=O.[O:20]1[C:24]2[CH:25]=[CH:26][CH:27]=[CH:28][C:23]=2[C:22]([NH:29][C:30]([N:32]2[CH2:37][CH2:36][NH:35][CH2:34][CH2:33]2)=[O:31])=[N:21]1.C(N(CC)CC)C.O, predict the reaction product. The product is: [O:20]1[C:24]2[CH:25]=[CH:26][CH:27]=[CH:28][C:23]=2[C:22]([NH:29][C:30]([N:32]2[CH2:37][CH2:36][N:35]([C:2]3[S:6][N:5]=[C:4]([C:7]4[CH:8]=[N:9][CH:10]=[CH:11][CH:12]=4)[N:3]=3)[CH2:34][CH2:33]2)=[O:31])=[N:21]1. (8) Given the reactants C([O:3][C:4]([C:6]1[NH:7][C:8]2[C:13]([CH:14]=1)=[CH:12][C:11](Br)=[CH:10][CH:9]=2)=[O:5])C.[C:16]([C:20]1[CH:25]=[CH:24][C:23](B(O)O)=[CH:22][CH:21]=1)([CH3:19])([CH3:18])[CH3:17].[CH:29]([O:32][C:33]1[CH:38]=[CH:37][C:36](B(O)O)=[CH:35][CH:34]=1)([CH3:31])[CH3:30].Br[C:43]1[CH:48]=[CH:47][C:46]([CH3:49])=[C:45]([N+:50]([O-:52])=[O:51])[CH:44]=1, predict the reaction product. The product is: [C:16]([C:20]1[CH:25]=[CH:24][C:23]([C:11]2[CH:12]=[C:13]3[C:8](=[CH:9][CH:10]=2)[N:7]([C:43]2[CH:48]=[CH:47][C:46]([CH3:49])=[C:45]([N+:50]([O-:52])=[O:51])[CH:44]=2)[C:6]([C:4]([OH:3])=[O:5])=[C:14]3[C:36]2[CH:37]=[CH:38][C:33]([O:32][CH:29]([CH3:31])[CH3:30])=[CH:34][CH:35]=2)=[CH:22][CH:21]=1)([CH3:19])([CH3:18])[CH3:17].